The task is: Predict the reaction yield, written as a fraction of the theoretical maximum amount of product (1.0 means a 100% yield; for example, 0.34 means a 34% yield).. This data is from Reaction yield outcomes from USPTO patents with 853,638 reactions. (1) The reactants are [NH2:1][C:2]1[CH:29]=[CH:28][C:5]([CH2:6][CH:7]([P:18](=[O:27])([O:23][CH2:24][CH:25]=[CH2:26])[O:19][CH2:20][CH:21]=[CH2:22])[P:8](=[O:17])([O:13][CH2:14][CH:15]=[CH2:16])[O:9][CH2:10][CH:11]=[CH2:12])=[CH:4][CH:3]=1.N1C=CC=CC=1.[Br:36][CH2:37][C:38](Br)=[O:39]. The catalyst is C(Cl)Cl. The product is [Br:36][CH2:37][C:38]([NH:1][C:2]1[CH:3]=[CH:4][C:5]([CH2:6][CH:7]([P:18](=[O:27])([O:23][CH2:24][CH:25]=[CH2:26])[O:19][CH2:20][CH:21]=[CH2:22])[P:8](=[O:17])([O:13][CH2:14][CH:15]=[CH2:16])[O:9][CH2:10][CH:11]=[CH2:12])=[CH:28][CH:29]=1)=[O:39]. The yield is 0.760. (2) The reactants are C1C=CC(P(C2C=CC=CC=2)C2C=CC=CC=2)=CC=1.[Br:20]Br.BrBr.C1C=CC(P(C2C=CC=CC=2)C2C=CC=CC=2)=CC=1.[CH3:43][C:44]1[CH:53]=[C:52](O)[C:51]2[C:46](=[CH:47][CH:48]=[CH:49][CH:50]=2)[N:45]=1. The catalyst is C(Cl)Cl.CC#N. The product is [Br:20][C:52]1[C:51]2[C:46](=[CH:47][CH:48]=[CH:49][CH:50]=2)[N:45]=[C:44]([CH3:43])[CH:53]=1. The yield is 0.410.